The task is: Predict which catalyst facilitates the given reaction.. This data is from Catalyst prediction with 721,799 reactions and 888 catalyst types from USPTO. (1) Reactant: [C:1]([O:5][C:6]([N:8]1[CH2:13][CH2:12][CH:11]([C:14]2[S:15][CH:16]=[C:17]([C:19]([OH:21])=O)[N:18]=2)[CH2:10][CH2:9]1)=[O:7])([CH3:4])([CH3:3])[CH3:2].C(N(CC)CC)C.F[B-](F)(F)F.N1(OC(N(C)C)=[N+](C)C)C2C=CC=CC=2N=N1.[N:51]1([C:56]2[CH:61]=[CH:60][C:59]([NH2:62])=[CH:58][CH:57]=2)[CH:55]=[N:54][N:53]=[N:52]1. Product: [C:1]([O:5][C:6]([N:8]1[CH2:9][CH2:10][CH:11]([C:14]2[S:15][CH:16]=[C:17]([C:19](=[O:21])[NH:62][C:59]3[CH:60]=[CH:61][C:56]([N:51]4[CH:55]=[N:54][N:53]=[N:52]4)=[CH:57][CH:58]=3)[N:18]=2)[CH2:12][CH2:13]1)=[O:7])([CH3:3])([CH3:4])[CH3:2]. The catalyst class is: 3. (2) Reactant: [OH:1][C:2]1[CH:7]=[CH:6][CH:5]=[CH:4][C:3]=1[CH2:8][C:9](=[O:11])[CH3:10].N1C=CC=CC=1.[C:18](Cl)(=[O:25])[C:19]1[CH:24]=[CH:23][CH:22]=[CH:21][CH:20]=1. Product: [O:11]=[C:9]([CH3:10])[CH2:8][C:3]1[CH:4]=[CH:5][CH:6]=[CH:7][C:2]=1[O:1][C:18](=[O:25])[C:19]1[CH:24]=[CH:23][CH:22]=[CH:21][CH:20]=1. The catalyst class is: 251.